Dataset: Experimentally validated miRNA-target interactions with 360,000+ pairs, plus equal number of negative samples. Task: Binary Classification. Given a miRNA mature sequence and a target amino acid sequence, predict their likelihood of interaction. The miRNA is hsa-miR-4712-3p with sequence AAUGAGAGACCUGUACUGUAU. Result: 0 (no interaction). The protein sequence of the target gene is MVICCAAVNCSNRQGKGEKRAVSFHRFPLKDSKRLIQWLKAVQRDNWTPTKYSFLCSEHFTKDSFSKRLEDQHRLLKPTAVPSIFHLTEKKRGAGGHGRTRRKDASKATGGVRGHSSAATSRGAAGWSPSSSGNPMAKPESRRLKQAALQGEATPRAAQEAASQEQAQQALERTPGDGLATMVAGSQGKAEASATDAGDESATSSIEGGVTDKSGISMDDFTPPGSGACKFIGSLHSYSFSSKHTRERPSVPREPIDRKRLKKDVEPSCSGSSLGPDKGLAQSPPSSSLTATPQKPSQSP....